This data is from Experimental lipophilicity measurements (octanol/water distribution) for 4,200 compounds from AstraZeneca. The task is: Regression/Classification. Given a drug SMILES string, predict its absorption, distribution, metabolism, or excretion properties. Task type varies by dataset: regression for continuous measurements (e.g., permeability, clearance, half-life) or binary classification for categorical outcomes (e.g., BBB penetration, CYP inhibition). For this dataset (lipophilicity_astrazeneca), we predict Y. The drug is Cn1c(=O)c2c(ncn2CC(O)CO)n(C)c1=O. The Y is -1.25 logD.